The task is: Predict the reactants needed to synthesize the given product.. This data is from Full USPTO retrosynthesis dataset with 1.9M reactions from patents (1976-2016). (1) Given the product [Br:1][C:2]1[CH:15]=[C:14]2[CH2:16][C:11]3[C:12]4[C:13]2=[C:4]([CH2:5][CH2:6][C:7]=4[CH:8]=[C:9]([Br:17])[CH:10]=3)[CH:3]=1, predict the reactants needed to synthesize it. The reactants are: [Br:1][C:2]1[CH:15]=[C:14]2[CH2:16][C:11]3[C:12]4=[C:13]2[C:4](=[CH:5][CH:6]=[C:7]4[CH:8]=[C:9]([Br:17])[CH:10]=3)[CH:3]=1.C(Br)CCCCCCC.[OH-].[Na+]. (2) Given the product [OH:19][CH2:18][C:16]1[S:17][C:13]([C:12]2[C:11](=[O:21])[N:10]([CH2:22][CH2:23][C:24]3[CH:25]=[CH:26][CH:27]=[CH:28][CH:29]=3)[C:9]([C:30]3[CH:35]=[CH:34][CH:33]=[CH:32][C:31]=3[O:36][CH2:37][C:38]3[CH:39]=[CH:40][CH:41]=[CH:42][CH:43]=3)=[N:8][C:7]=2[CH3:6])=[CH:14][CH:15]=1, predict the reactants needed to synthesize it. The reactants are: S(=O)(=O)(O)O.[CH3:6][C:7]1[N:8]=[C:9]([C:30]2[CH:35]=[CH:34][CH:33]=[CH:32][C:31]=2[O:36][CH2:37][C:38]2[CH:43]=[CH:42][CH:41]=[CH:40][CH:39]=2)[N:10]([CH2:22][CH2:23][C:24]2[CH:29]=[CH:28][CH:27]=[CH:26][CH:25]=2)[C:11](=[O:21])[C:12]=1[C:13]1[S:17][C:16]([C:18](O)=[O:19])=[CH:15][CH:14]=1.CC(C[AlH]CC(C)C)C.[C@H](O)(C([O-])=O)[C@@H](O)C([O-])=O.[Na+].[K+]. (3) Given the product [CH3:1][C@@H:2]1[CH2:3][N:4]([C:10]2[CH:11]=[CH:12][C:13]3[O:14][CH2:15][C:16](=[O:20])[NH:17][C:18]=3[N:19]=2)[CH2:5][C@@H:6]([CH3:8])[O:7]1, predict the reactants needed to synthesize it. The reactants are: [CH3:1][C@H:2]1[O:7][C@H:6]([CH3:8])[CH2:5][NH:4][CH2:3]1.Br[C:10]1[CH:11]=[CH:12][C:13]2[O:14][CH2:15][C:16](=[O:20])[NH:17][C:18]=2[N:19]=1. (4) Given the product [CH3:18][C:19]1[CH:24]=[CH:23][C:22]([CH3:25])=[CH:21][C:20]=1[S:26]([NH:35][C:34]1[CH:36]=[CH:37][C:31]([Cl:30])=[CH:32][CH:33]=1)(=[O:28])=[O:27], predict the reactants needed to synthesize it. The reactants are: NC1C=CC=CC=1.C1(S(Cl)(=O)=O)C=CC=CC=1.[CH3:18][C:19]1[CH:24]=[CH:23][C:22]([CH3:25])=[CH:21][C:20]=1[S:26](Cl)(=[O:28])=[O:27].[Cl:30][C:31]1[CH:37]=[CH:36][C:34]([NH2:35])=[CH:33][CH:32]=1.